Dataset: Full USPTO retrosynthesis dataset with 1.9M reactions from patents (1976-2016). Task: Predict the reactants needed to synthesize the given product. (1) Given the product [NH2:1][CH2:2][C@@H:3]([C:5]1[C:14]2[C:9](=[C:10]([OH:15])[CH:11]=[CH:12][CH:13]=2)[NH:8][C:7](=[O:23])[CH:6]=1)[OH:4], predict the reactants needed to synthesize it. The reactants are: [NH2:1][CH2:2][C@@H:3]([C:5]1[C:14]2[C:9](=[C:10]([O:15]CC3C=CC=CC=3)[CH:11]=[CH:12][CH:13]=2)[NH:8][C:7](=[O:23])[CH:6]=1)[OH:4].CO.Cl. (2) Given the product [CH2:41]([N:34]1[C:35](=[O:36])[C:37]2[NH:40][C:13]([C:11]3[O:10][N:9]=[C:8]([O:7][CH2:3][C:4]([OH:6])=[O:5])[CH:12]=3)=[N:39][C:38]=2[N:31]([CH2:28][CH2:29][CH3:30])[C:32]1=[O:33])[CH2:42][CH3:43], predict the reactants needed to synthesize it. The reactants are: C([CH:3]([O:7][C:8]1[CH:12]=[C:11]([C:13](O)=O)[O:10][N:9]=1)[C:4]([OH:6])=[O:5])C.CCN=C=NCCCN(C)C.Cl.[CH2:28]([N:31]1[C:38]([NH2:39])=[C:37]([NH2:40])[C:35](=[O:36])[N:34]([CH2:41][CH2:42][CH3:43])[C:32]1=[O:33])[CH2:29][CH3:30]. (3) Given the product [Cl:58][C:57]1[C:52]([C:50]2[C:49]([Cl:69])=[CH:48][N:47]=[C:46]([NH:45][C@H:42]3[CH2:43][CH2:44][C@H:39]([NH:38][CH2:31][C@H:32]([OH:37])[C:33]([F:36])([F:35])[F:34])[CH2:40][CH2:41]3)[CH:51]=2)=[N:53][C:54]([NH:59][CH2:60][CH:61]2[CH2:66][CH2:65][O:64][C:63]([CH3:67])([CH3:68])[CH2:62]2)=[CH:55][CH:56]=1, predict the reactants needed to synthesize it. The reactants are: ClC1C(C2C(Cl)=CN=C(N[C@H]3CC[C@H](N[CH2:31][C@H:32]([OH:37])[C:33]([F:36])([F:35])[F:34])CC3)C=2)=NC(NCC2CCOCC2)=CC=1.[NH2:38][C@H:39]1[CH2:44][CH2:43][C@H:42]([NH:45][C:46]2[CH:51]=[C:50]([C:52]3[C:57]([Cl:58])=[CH:56][CH:55]=[C:54]([NH:59][CH2:60][CH:61]4[CH2:66][CH2:65][O:64][C:63]([CH3:68])([CH3:67])[CH2:62]4)[N:53]=3)[C:49]([Cl:69])=[CH:48][N:47]=2)[CH2:41][CH2:40]1.FC(F)(F)[C@H]1OC1. (4) Given the product [CH3:1][O:2][C:3]1[CH:4]=[C:5]([CH:21]=[CH:22][CH:23]=1)[CH2:6][CH:7]1[C:16]2[C:11](=[CH:12][C:13]([O:19][CH3:20])=[C:14]([O:17][CH3:18])[CH:15]=2)[CH2:10][CH2:9][N:8]1[CH2:25][C:26]([NH:39][CH:29]1[C:38]2[C:33](=[CH:34][CH:35]=[CH:36][CH:37]=2)[CH2:32][CH2:31][CH2:30]1)=[O:27], predict the reactants needed to synthesize it. The reactants are: [CH3:1][O:2][C:3]1[CH:4]=[C:5]([CH:21]=[CH:22][CH:23]=1)[CH2:6][CH:7]1[C:16]2[C:11](=[CH:12][C:13]([O:19][CH3:20])=[C:14]([O:17][CH3:18])[CH:15]=2)[CH2:10][CH2:9][NH:8]1.Br[CH2:25][C:26](Br)=[O:27].[CH:29]1([NH2:39])[C:38]2[C:33](=[CH:34][CH:35]=[CH:36][CH:37]=2)[CH2:32][CH2:31][CH2:30]1. (5) Given the product [Cl:1][C:2]1[NH:3][C:4]([CH:11]=[O:12])=[C:5]([CH3:10])[C:6]=1[C:7]([NH:20][CH2:19][CH2:18][N:13]1[CH2:17][CH2:16][CH2:15][CH2:14]1)=[O:9], predict the reactants needed to synthesize it. The reactants are: [Cl:1][C:2]1[NH:3][C:4]([CH:11]=[O:12])=[C:5]([CH3:10])[C:6]=1[C:7]([OH:9])=O.[N:13]1([CH2:18][CH2:19][NH2:20])[CH2:17][CH2:16][CH2:15][CH2:14]1.F[P-](F)(F)(F)(F)F.N1(O[P+](N(C)C)(N(C)C)N(C)C)C2C=CC=CC=2N=N1.CCN(C(C)C)C(C)C. (6) Given the product [CH3:1][C:2]1([CH3:19])[C:3]2[C:8](=[N:7][C:6]([O:13][CH2:14][CH2:15][CH2:16][CH2:17][N:20]3[CH2:25][CH2:24][N:23]([C:1]4[CH:2]=[CH:3][CH:8]=[C:37]5[C:36]=4[N:7]=[CH:6][CH:5]=[CH:4]5)[CH2:22][CH2:21]3)=[CH:5][CH:4]=2)[NH:9][C:10](=[O:12])[CH2:11]1, predict the reactants needed to synthesize it. The reactants are: [CH3:1][C:2]1([CH3:19])[CH2:11][C:10](=[O:12])[NH:9][C:8]2[N:7]=[C:6]([O:13][CH2:14][CH2:15][CH2:16][CH:17]=O)[CH:5]=[CH:4][C:3]1=2.[NH:20]1[CH2:25][CH2:24][NH:23][CH2:22][CH2:21]1.C(O[BH-](O[C:36](=O)[CH3:37])OC(=O)C)(=O)C.[Na+]. (7) The reactants are: [Br-].[CH2:2]([P+](C1C=CC=CC=1)(C1C=CC=CC=1)C1C=CC=CC=1)[CH2:3][C:4]1[CH:9]=[CH:8][CH:7]=[CH:6][CH:5]=1.[Li]CCCC.[CH3:34][O:35][C:36]1[CH:43]=[CH:42][C:39]([CH:40]=O)=[CH:38][CH:37]=1. Given the product [CH3:34][O:35][C:36]1[CH:43]=[CH:42][C:39]([CH:40]=[CH:2][CH2:3][C:4]2[CH:5]=[CH:6][CH:7]=[CH:8][CH:9]=2)=[CH:38][CH:37]=1, predict the reactants needed to synthesize it.